Task: Regression. Given two drug SMILES strings and cell line genomic features, predict the synergy score measuring deviation from expected non-interaction effect.. Dataset: NCI-60 drug combinations with 297,098 pairs across 59 cell lines (1) Drug 1: C1CC(C1)(C(=O)O)C(=O)O.[NH2-].[NH2-].[Pt+2]. Drug 2: CN1C2=C(C=C(C=C2)N(CCCl)CCCl)N=C1CCCC(=O)O.Cl. Cell line: U251. Synergy scores: CSS=25.5, Synergy_ZIP=-4.98, Synergy_Bliss=-0.421, Synergy_Loewe=-0.0613, Synergy_HSA=0.543. (2) Drug 1: CC12CCC(CC1=CCC3C2CCC4(C3CC=C4C5=CN=CC=C5)C)O. Drug 2: CC=C1C(=O)NC(C(=O)OC2CC(=O)NC(C(=O)NC(CSSCCC=C2)C(=O)N1)C(C)C)C(C)C. Cell line: SK-MEL-28. Synergy scores: CSS=21.1, Synergy_ZIP=-5.45, Synergy_Bliss=-11.5, Synergy_Loewe=-39.0, Synergy_HSA=-12.3. (3) Drug 1: C1CC(=O)NC(=O)C1N2CC3=C(C2=O)C=CC=C3N. Drug 2: CC1=C(C(CCC1)(C)C)C=CC(=CC=CC(=CC(=O)O)C)C. Cell line: UO-31. Synergy scores: CSS=0.235, Synergy_ZIP=-1.23, Synergy_Bliss=-3.31, Synergy_Loewe=-2.62, Synergy_HSA=-3.59. (4) Drug 1: CC1=CC=C(C=C1)C2=CC(=NN2C3=CC=C(C=C3)S(=O)(=O)N)C(F)(F)F. Drug 2: C1CC(C1)(C(=O)O)C(=O)O.[NH2-].[NH2-].[Pt+2]. Cell line: MDA-MB-435. Synergy scores: CSS=3.86, Synergy_ZIP=-0.827, Synergy_Bliss=-0.943, Synergy_Loewe=-3.14, Synergy_HSA=-2.51. (5) Drug 1: COC1=CC(=CC(=C1O)OC)C2C3C(COC3=O)C(C4=CC5=C(C=C24)OCO5)OC6C(C(C7C(O6)COC(O7)C8=CC=CS8)O)O. Drug 2: B(C(CC(C)C)NC(=O)C(CC1=CC=CC=C1)NC(=O)C2=NC=CN=C2)(O)O. Cell line: RXF 393. Synergy scores: CSS=17.6, Synergy_ZIP=-4.75, Synergy_Bliss=-3.16, Synergy_Loewe=-0.923, Synergy_HSA=-0.980. (6) Synergy scores: CSS=11.4, Synergy_ZIP=-4.15, Synergy_Bliss=-2.51, Synergy_Loewe=-22.0, Synergy_HSA=-0.364. Cell line: MALME-3M. Drug 1: CCC1(C2=C(COC1=O)C(=O)N3CC4=CC5=C(C=CC(=C5CN(C)C)O)N=C4C3=C2)O.Cl. Drug 2: C(CCl)NC(=O)N(CCCl)N=O. (7) Drug 1: C1CCC(CC1)NC(=O)N(CCCl)N=O. Drug 2: CCCCCOC(=O)NC1=NC(=O)N(C=C1F)C2C(C(C(O2)C)O)O. Cell line: CAKI-1. Synergy scores: CSS=23.4, Synergy_ZIP=-8.16, Synergy_Bliss=-4.40, Synergy_Loewe=-20.0, Synergy_HSA=-2.89. (8) Drug 1: CNC(=O)C1=NC=CC(=C1)OC2=CC=C(C=C2)NC(=O)NC3=CC(=C(C=C3)Cl)C(F)(F)F. Drug 2: B(C(CC(C)C)NC(=O)C(CC1=CC=CC=C1)NC(=O)C2=NC=CN=C2)(O)O. Cell line: MCF7. Synergy scores: CSS=30.0, Synergy_ZIP=-7.27, Synergy_Bliss=-3.94, Synergy_Loewe=-33.9, Synergy_HSA=-0.987.